Dataset: Catalyst prediction with 721,799 reactions and 888 catalyst types from USPTO. Task: Predict which catalyst facilitates the given reaction. Reactant: [CH:1]1([OH:6])[CH2:5][CH2:4][CH2:3][CH2:2]1.[H-].[Na+].Br[CH2:10][C:11]([O:13][CH2:14][CH3:15])=[O:12]. Product: [CH:1]1([O:6][CH2:10][C:11]([O:13][CH2:14][CH3:15])=[O:12])[CH2:5][CH2:4][CH2:3][CH2:2]1. The catalyst class is: 1.